Regression. Given two drug SMILES strings and cell line genomic features, predict the synergy score measuring deviation from expected non-interaction effect. From a dataset of NCI-60 drug combinations with 297,098 pairs across 59 cell lines. (1) Drug 1: CN1C(=O)N2C=NC(=C2N=N1)C(=O)N. Drug 2: C1=CN(C=N1)CC(O)(P(=O)(O)O)P(=O)(O)O. Cell line: HOP-92. Synergy scores: CSS=-3.27, Synergy_ZIP=3.53, Synergy_Bliss=4.71, Synergy_Loewe=-1.32, Synergy_HSA=-1.49. (2) Drug 2: CC1=C(N=C(N=C1N)C(CC(=O)N)NCC(C(=O)N)N)C(=O)NC(C(C2=CN=CN2)OC3C(C(C(C(O3)CO)O)O)OC4C(C(C(C(O4)CO)O)OC(=O)N)O)C(=O)NC(C)C(C(C)C(=O)NC(C(C)O)C(=O)NCCC5=NC(=CS5)C6=NC(=CS6)C(=O)NCCC[S+](C)C)O. Drug 1: C1C(C(OC1N2C=NC3=C(N=C(N=C32)Cl)N)CO)O. Cell line: NCI-H522. Synergy scores: CSS=20.4, Synergy_ZIP=-9.85, Synergy_Bliss=-5.46, Synergy_Loewe=-2.34, Synergy_HSA=-0.240. (3) Drug 1: CC1CCC2CC(C(=CC=CC=CC(CC(C(=O)C(C(C(=CC(C(=O)CC(OC(=O)C3CCCCN3C(=O)C(=O)C1(O2)O)C(C)CC4CCC(C(C4)OC)OCCO)C)C)O)OC)C)C)C)OC. Drug 2: CC1=C(N=C(N=C1N)C(CC(=O)N)NCC(C(=O)N)N)C(=O)NC(C(C2=CN=CN2)OC3C(C(C(C(O3)CO)O)O)OC4C(C(C(C(O4)CO)O)OC(=O)N)O)C(=O)NC(C)C(C(C)C(=O)NC(C(C)O)C(=O)NCCC5=NC(=CS5)C6=NC(=CS6)C(=O)NCCC[S+](C)C)O. Cell line: HCC-2998. Synergy scores: CSS=33.7, Synergy_ZIP=-10.3, Synergy_Bliss=-6.55, Synergy_Loewe=2.21, Synergy_HSA=3.02. (4) Drug 1: COC1=CC(=CC(=C1O)OC)C2C3C(COC3=O)C(C4=CC5=C(C=C24)OCO5)OC6C(C(C7C(O6)COC(O7)C8=CC=CS8)O)O. Drug 2: CC1CCC2CC(C(=CC=CC=CC(CC(C(=O)C(C(C(=CC(C(=O)CC(OC(=O)C3CCCCN3C(=O)C(=O)C1(O2)O)C(C)CC4CCC(C(C4)OC)O)C)C)O)OC)C)C)C)OC. Cell line: SF-539. Synergy scores: CSS=42.3, Synergy_ZIP=-4.23, Synergy_Bliss=-3.04, Synergy_Loewe=-0.305, Synergy_HSA=0.814.